Predict the reaction yield, written as a fraction of the theoretical maximum amount of product (1.0 means a 100% yield; for example, 0.34 means a 34% yield). From a dataset of Reaction yield outcomes from USPTO patents with 853,638 reactions. (1) The reactants are O=[C:2]1[CH2:7][CH2:6][N:5]([C:8]2[CH:13]=[CH:12][C:11]([N:14]3[CH2:18][C@H:17]([CH2:19][NH:20][C:21](=[O:23])[CH3:22])[O:16][C:15]3=[O:24])=[CH:10][C:9]=2[F:25])[CH2:4][CH2:3]1.[C-:26]#[N:27].[Na+].[N+:29]([C:32]1[CH:33]=[C:34]([CH:36]=[CH:37][CH:38]=1)[NH2:35])([O-:31])=[O:30]. No catalyst specified. The product is [N+:29]([C:32]1[CH:33]=[C:34]([NH:35][C:2]2([C:26]#[N:27])[CH2:3][CH2:4][N:5]([C:8]3[CH:13]=[CH:12][C:11]([N:14]4[CH2:18][C@H:17]([CH2:19][NH:20][C:21](=[O:23])[CH3:22])[O:16][C:15]4=[O:24])=[CH:10][C:9]=3[F:25])[CH2:6][CH2:7]2)[CH:36]=[CH:37][CH:38]=1)([O-:31])=[O:30]. The yield is 0.520. (2) The reactants are Br[C:2]1[CH:3]=[C:4]([CH:7]=[CH:8][C:9]=1[O:10][CH2:11][CH2:12][CH3:13])[CH:5]=[O:6].[CH3:14][N:15](C=O)C.Cl. The catalyst is CCOC(C)=O. The product is [CH:5]([C:4]1[CH:7]=[CH:8][C:9]([O:10][CH2:11][CH2:12][CH3:13])=[C:2]([CH:3]=1)[C:14]#[N:15])=[O:6]. The yield is 0.880. (3) The reactants are [Cl:1][C:2]1[C:7]([C:8]2[NH:9][CH:10]=[C:11]([C:13]3[N:14]([CH:19]([CH3:21])[CH3:20])[N:15]=[C:16]([CH3:18])[N:17]=3)[N:12]=2)=[CH:6][N:5]=[C:4]([O:22][CH3:23])[CH:3]=1.C1(=O)O[CH2:27][CH2:26][O:25]1. The catalyst is C1(C)C=CC=CC=1. The product is [Cl:1][C:2]1[CH:3]=[C:4]([O:22][CH3:23])[N:5]=[CH:6][C:7]=1[C:8]1[N:9]([CH2:27][CH2:26][OH:25])[CH:10]=[C:11]([C:13]2[N:14]([CH:19]([CH3:21])[CH3:20])[N:15]=[C:16]([CH3:18])[N:17]=2)[N:12]=1. The yield is 0.340.